From a dataset of Reaction yield outcomes from USPTO patents with 853,638 reactions. Predict the reaction yield, written as a fraction of the theoretical maximum amount of product (1.0 means a 100% yield; for example, 0.34 means a 34% yield). (1) The reactants are [Br:1][C:2]1[CH:3]=[C:4]2[C:8](=[CH:9][CH:10]=1)[NH:7][C:6](=[O:11])[C:5]2=O.[NH:13]([C:15](=[O:28])[CH2:16][O:17][C:18]1[CH:19]=[C:20]([CH:25]=[CH:26][CH:27]=1)[C:21]([O:23][CH3:24])=[O:22])[NH2:14]. The catalyst is C(O)(=O)C. The product is [Br:1][C:2]1[CH:3]=[C:4]2[C:8](=[CH:9][CH:10]=1)[NH:7][C:6](=[O:11])[C:5]2=[N:14][NH:13][C:15](=[O:28])[CH2:16][O:17][C:18]1[CH:19]=[C:20]([CH:25]=[CH:26][CH:27]=1)[C:21]([O:23][CH3:24])=[O:22]. The yield is 0.340. (2) The yield is 0.0900. The product is [NH:54]1[CH:55]=[CH:56][N:52]=[C:53]1[NH:57][C:58]([C:60]1[C:68]2[NH:67][C:66]([NH:69][C:16]([C:11]3[N:12]=[CH:13][C:14]4[C:9]([CH:10]=3)=[CH:8][CH:7]=[C:6]([NH:5][S:2]([CH3:1])(=[O:3])=[O:4])[CH:15]=4)=[O:18])=[N:65][C:64]=2[CH:63]=[CH:62][CH:61]=1)=[O:59]. The catalyst is CN(C=O)C. The reactants are [CH3:1][S:2]([NH:5][C:6]1[CH:15]=[C:14]2[C:9]([CH:10]=[C:11]([C:16]([OH:18])=O)[N:12]=[CH:13]2)=[CH:8][CH:7]=1)(=[O:4])=[O:3].CN(C(ON1N=NC2C=CC=CC1=2)=[N+](C)C)C.F[P-](F)(F)(F)(F)F.CCN(C(C)C)C(C)C.[NH:52]1[CH:56]=[CH:55][N:54]=[C:53]1[NH:57][C:58]([C:60]1[C:68]2[NH:67][C:66]([NH2:69])=[N:65][C:64]=2[CH:63]=[CH:62][CH:61]=1)=[O:59]. (3) The yield is 0.320. The reactants are [Cl:1][C:2]1[S:6][C:5]([C:7]2[N:12]=[C:11]([NH:13][C:14]3[CH:19]=[CH:18][C:17]([CH2:20][C:21]4[NH:22][CH:23]=[C:24]([C:26]([O:28]C)=O)[N:25]=4)=[CH:16][CH:15]=3)[C:10]([CH2:30][CH3:31])=[C:9]([CH3:32])[N:8]=2)=[CH:4][CH:3]=1.[NH3:33]. The catalyst is C(O)C. The product is [Cl:1][C:2]1[S:6][C:5]([C:7]2[N:12]=[C:11]([NH:13][C:14]3[CH:19]=[CH:18][C:17]([CH2:20][C:21]4[NH:22][CH:23]=[C:24]([C:26]([NH2:33])=[O:28])[N:25]=4)=[CH:16][CH:15]=3)[C:10]([CH2:30][CH3:31])=[C:9]([CH3:32])[N:8]=2)=[CH:4][CH:3]=1. (4) The product is [CH3:22][N:23]([CH2:25][C:26]1[CH:34]=[CH:33][C:32]2[N:28]([C:29]([C:36]3[C:37](=[O:38])[NH:39][C:9](=[O:21])[C:10]=3[C:12]3[C:20]4[C:15](=[CH:16][CH:17]=[CH:18][CH:19]=4)[NH:14][CH:13]=3)=[C:30]([CH3:35])[CH:31]=2)[CH:27]=1)[CH3:24]. The yield is 0.0600. The reactants are CC(C)([O-])C.[K+].CO[C:9](=[O:21])[C:10]([C:12]1[C:20]2[C:15](=[CH:16][CH:17]=[CH:18][CH:19]=2)[NH:14][CH:13]=1)=O.[CH3:22][N:23]([CH2:25][C:26]1[CH:34]=[CH:33][C:32]2[N:28]([C:29]([CH2:36][C:37]([NH2:39])=[O:38])=[C:30]([CH3:35])[CH:31]=2)[CH:27]=1)[CH3:24].[NH4+].[Cl-]. The catalyst is O1CCCC1.CCOC(C)=O. (5) The reactants are [CH3:1][O:2][C:3]1[C:8]([C:9]2[CH:14]=[CH:13][C:12]([O:15][C:16]3[CH:21]=[CH:20][N:19]=[C:18]([C:22]4[CH:23]=[N:24][N:25]([CH3:27])[CH:26]=4)[CH:17]=3)=[C:11]([CH3:28])[N:10]=2)=[CH:7][N:6]=[C:5](SC)[N:4]=1.C1C=C(Cl)C=C(C(OO)=O)C=1.[CH3:42][O:43][CH2:44][CH2:45][NH2:46]. The catalyst is C(Cl)Cl. The product is [CH3:1][O:2][C:3]1[C:8]([C:9]2[CH:14]=[CH:13][C:12]([O:15][C:16]3[CH:21]=[CH:20][N:19]=[C:18]([C:22]4[CH:23]=[N:24][N:25]([CH3:27])[CH:26]=4)[CH:17]=3)=[C:11]([CH3:28])[N:10]=2)=[CH:7][N:6]=[C:5]([NH:46][CH2:45][CH2:44][O:43][CH3:42])[N:4]=1. The yield is 0.630. (6) The reactants are [Cl:1][C:2]1[C:11]([O:12][CH3:13])=[CH:10][C:5]([C:6]([O:8][CH3:9])=[O:7])=[CH:4][C:3]=1[CH2:14][O:15][C:16]1[CH:17]=[N:18][C:19](Cl)=[N:20][CH:21]=1.[CH3:23][C@@H:24]1[NH:29][C@H:28]([CH3:30])[CH2:27][N:26]([C:31]2[CH:37]=[CH:36][C:34]([NH2:35])=[CH:33][CH:32]=2)[CH2:25]1.CC1(C)C2C(=C(P(C3C=CC=CC=3)C3C=CC=CC=3)C=CC=2)OC2C(P(C3C=CC=CC=3)C3C=CC=CC=3)=CC=CC1=2.C([O-])([O-])=O.[Cs+].[Cs+]. The catalyst is O1CCOCC1.C([O-])(=O)C.[Pd+2].C([O-])(=O)C. The product is [Cl:1][C:2]1[C:11]([O:12][CH3:13])=[CH:10][C:5]([C:6]([O:8][CH3:9])=[O:7])=[CH:4][C:3]=1[CH2:14][O:15][C:16]1[CH:17]=[N:18][C:19]([NH:35][C:34]2[CH:33]=[CH:32][C:31]([N:26]3[CH2:25][C@@H:24]([CH3:23])[NH:29][C@@H:28]([CH3:30])[CH2:27]3)=[CH:37][CH:36]=2)=[N:20][CH:21]=1. The yield is 0.643.